This data is from Ames mutagenicity test results for genotoxicity prediction. The task is: Regression/Classification. Given a drug SMILES string, predict its toxicity properties. Task type varies by dataset: regression for continuous values (e.g., LD50, hERG inhibition percentage) or binary classification for toxic/non-toxic outcomes (e.g., AMES mutagenicity, cardiotoxicity, hepatotoxicity). Dataset: ames. The molecule is c1ccc2c(c1)-c1cc3ccc4ccccc4c3cc1C1NC21. The result is 1 (mutagenic).